From a dataset of Reaction yield outcomes from USPTO patents with 853,638 reactions. Predict the reaction yield, written as a fraction of the theoretical maximum amount of product (1.0 means a 100% yield; for example, 0.34 means a 34% yield). (1) The reactants are [CH2:1]([N:3]1[CH:8]2[CH2:9][CH2:10][CH:4]1[CH2:5][CH:6]([C:11]1[N:16]3[N:17]=[C:18]([C:29]4[CH:34]=[CH:33][N:32]=[CH:31][CH:30]=4)[C:19]([C:20]4[CH:26]=[CH:25][C:23]([NH2:24])=[C:22]([O:27]C)[CH:21]=4)=[C:15]3[N:14]=[CH:13][CH:12]=1)[CH2:7]2)[CH3:2].B(Br)(Br)Br. The yield is 0.340. The product is [NH2:24][C:23]1[CH:25]=[CH:26][C:20]([C:19]2[C:18]([C:29]3[CH:34]=[CH:33][N:32]=[CH:31][CH:30]=3)=[N:17][N:16]3[C:11]([CH:6]4[CH2:7][CH:8]5[N:3]([CH2:1][CH3:2])[CH:4]([CH2:10][CH2:9]5)[CH2:5]4)=[CH:12][CH:13]=[N:14][C:15]=23)=[CH:21][C:22]=1[OH:27]. The catalyst is ClCCl. (2) The product is [CH:11]1[C:12]2[C:7](=[N:6][C:5]3[C:14]([C:13]=2[C:15]([O:17][C:18]2[C:19]([Br:37])=[CH:20][C:21]([CH2:25][CH2:26][C:27]([OH:29])=[O:28])=[CH:22][C:23]=2[Br:24])=[O:16])=[CH:1][CH:2]=[CH:3][CH:4]=3)[CH:8]=[CH:9][CH:10]=1. The yield is 0.740. The reactants are [CH:1]1[C:14]2[C:5](=[N:6][C:7]3[C:12]([C:13]=2[C:15]([O:17][C:18]2[C:23]([Br:24])=[CH:22][C:21]([CH2:25][CH2:26][C:27]([O:29]CC4C=CC=CC=4)=[O:28])=[CH:20][C:19]=2[Br:37])=[O:16])=[CH:11][CH:10]=[CH:9][CH:8]=3)[CH:4]=[CH:3][CH:2]=1.C(O)(=O)C.Br. The catalyst is O. (3) The reactants are Cl[C:2]1[CH:7]=[C:6]([CH2:8][C@H:9]2[C:12](=[O:13])[N:11]([C:14](=[O:27])[NH:15][C@@H:16]([CH:21]3[CH2:26][CH2:25][CH2:24][CH2:23][CH2:22]3)[C:17]([F:20])([F:19])[F:18])[C@@H:10]2[C:28]([O:30]CC2C=CC(OC)=CC=2)=[O:29])[CH:5]=[CH:4][N:3]=1.[F:40][C:41]([F:46])([F:45])[C:42]([OH:44])=[O:43].C(N(CC)CC)C. The catalyst is C(Cl)Cl. The product is [F:40][C:41]([F:46])([F:45])[C:42]([OH:44])=[O:43].[CH:21]1([C@H:16]([NH:15][C:14]([N:11]2[C:12](=[O:13])[C@H:9]([CH2:8][C:6]3[CH:5]=[CH:4][N:3]=[CH:2][CH:7]=3)[C@H:10]2[C:28]([OH:30])=[O:29])=[O:27])[C:17]([F:19])([F:18])[F:20])[CH2:26][CH2:25][CH2:24][CH2:23][CH2:22]1. The yield is 0.220. (4) The reactants are [Br:1][C:2]1[CH:11]=[CH:10][C:5]2[N:6]=[C:7](Cl)[S:8][C:4]=2[CH:3]=1.[CH:12]1([CH2:18][NH2:19])[CH2:17][CH2:16][CH2:15][CH2:14][CH2:13]1.C(N(CC)CC)C. The catalyst is CN(C=O)C. The product is [Br:1][C:2]1[CH:11]=[CH:10][C:5]2[N:6]=[C:7]([NH:19][CH2:18][CH:12]3[CH2:17][CH2:16][CH2:15][CH2:14][CH2:13]3)[S:8][C:4]=2[CH:3]=1. The yield is 0.610.